Predict which catalyst facilitates the given reaction. From a dataset of Catalyst prediction with 721,799 reactions and 888 catalyst types from USPTO. (1) Reactant: C[N:2]([C:19]1[CH:20]=[N:21][CH:22]=[CH:23][C:24]=1N1CCCCC1C)[C:3](=O)C1C=C(C(F)(F)F)C=C(C(F)(F)F)C=1.[F:32][C:33]1[C:38]([F:39])=[CH:37][C:36](B(O)O)=[C:35]([O:43][CH3:44])[CH:34]=1. Product: [F:32][C:33]1[C:38]([F:39])=[CH:37][C:36]([C:24]2[CH:23]=[CH:22][N:21]=[CH:20][C:19]=2[NH:2][CH3:3])=[C:35]([O:43][CH3:44])[CH:34]=1. The catalyst class is: 243. (2) Product: [F:2][C:3]1[CH:8]=[C:7]([F:9])[CH:6]=[CH:5][C:4]=1[N:10]1[C:21](=[O:20])[C:22]([C:23]([O:25][CH2:26][CH3:27])=[O:24])=[CH:28][NH:11]1. Reactant: Cl.[F:2][C:3]1[CH:8]=[C:7]([F:9])[CH:6]=[CH:5][C:4]=1[NH:10][NH2:11].C(=O)([O-])[O-].[K+].[K+].C([O:20][CH:21]=[C:22]([C:28](OCC)=O)[C:23]([O:25][CH2:26][CH3:27])=[O:24])C. The catalyst class is: 6.